The task is: Predict the reaction yield, written as a fraction of the theoretical maximum amount of product (1.0 means a 100% yield; for example, 0.34 means a 34% yield).. This data is from Reaction yield outcomes from USPTO patents with 853,638 reactions. (1) The reactants are [N+:1]([C:4]1[CH:5]=[N:6][CH:7]=[CH:8][C:9]=1[NH2:10])([O-:3])=[O:2].CC([O-])=O.[Na+].[Br:16]Br.C([O-])(O)=O.[Na+]. The catalyst is O.C(O)(=O)C. The product is [Br:16][C:8]1[CH:7]=[N:6][CH:5]=[C:4]([N+:1]([O-:3])=[O:2])[C:9]=1[NH2:10]. The yield is 0.770. (2) The reactants are C1([C:4]2[C:13]3[C:8](=[CH:9][CH:10]=[CH:11][CH:12]=3)[C:7]([N:14]=[C:15]=S)=[CH:6][CH:5]=2)CC1.[C:17](=[O:20])([O-])[O-].[K+].[K+].[CH2:23](Br)[C:24]1[CH:29]=[CH:28][CH:27]=[CH:26][CH:25]=1.C(O[CH2:35][CH3:36])(=O)C. The catalyst is CC(C)=O. The product is [CH2:23]([N:14]([CH2:15][C:36]1[CH:35]=[CH:6][CH:5]=[CH:4][CH:13]=1)[C:7]1[C:8]2[C:13](=[CH:12][CH:11]=[C:10]([O:20][CH3:17])[CH:9]=2)[CH:4]=[CH:5][CH:6]=1)[C:24]1[CH:29]=[CH:28][CH:27]=[CH:26][CH:25]=1. The yield is 0.830. (3) The reactants are [Cl:1][C:2]1[N:10]=[C:9]2[C:5]([N:6]=[CH:7][N:8]2[CH3:11])=[C:4](Cl)[N:3]=1.C(N(CC)CC)C.[CH:20]1([NH2:26])[CH2:25][CH2:24][CH2:23][CH2:22][CH2:21]1. The catalyst is C(#N)C. The product is [Cl:1][C:2]1[N:10]=[C:9]2[C:5]([N:6]=[CH:7][N:8]2[CH3:11])=[C:4]([NH:26][CH:20]2[CH2:25][CH2:24][CH2:23][CH2:22][CH2:21]2)[N:3]=1. The yield is 0.820. (4) The reactants are [CH3:1][S:2]([C:5]1[CH:11]=[CH:10][CH:9]=[CH:8][C:6]=1N)(=[O:4])=[O:3].[ClH:12].N([O-])=O.[Na+].[S:17](=[O:19])=[O:18]. The catalyst is O.Cl[Cu].CC(O)=O. The product is [CH3:1][S:2]([C:5]1[CH:11]=[CH:10][CH:9]=[CH:8][C:6]=1[S:17]([Cl:12])(=[O:19])=[O:18])(=[O:4])=[O:3]. The yield is 0.610. (5) The reactants are [CH3:1][O:2][C:3](=[O:21])[C:4]1[CH:9]=[C:8](Br)[C:7]([F:11])=[C:6]([F:12])[C:5]=1[NH:13][C:14]1[CH:19]=[CH:18][CH:17]=[CH:16][C:15]=1[Cl:20].[CH3:22][N:23]1CCCC1=O. The catalyst is C1(P(C2C=CC=CC=2)[C-]2C=CC=C2)C=CC=CC=1.[C-]1(P(C2C=CC=CC=2)C2C=CC=CC=2)C=CC=C1.[Fe+2].C1C=CC(/C=C/C(/C=C/C2C=CC=CC=2)=O)=CC=1.C1C=CC(/C=C/C(/C=C/C2C=CC=CC=2)=O)=CC=1.C1C=CC(/C=C/C(/C=C/C2C=CC=CC=2)=O)=CC=1.[Pd].[Pd].[C-]#N.[C-]#N.[Zn+2]. The product is [CH3:1][O:2][C:3](=[O:21])[C:4]1[CH:9]=[C:8]([C:22]#[N:23])[C:7]([F:11])=[C:6]([F:12])[C:5]=1[NH:13][C:14]1[CH:19]=[CH:18][CH:17]=[CH:16][C:15]=1[Cl:20]. The yield is 0.520. (6) The reactants are [H-].[Na+].[CH3:3][C:4]1([OH:8])[CH2:7][CH2:6][CH2:5]1.[Cl:9][C:10]1[N:11]=[C:12](Cl)[C:13]2[C:18]([I:19])=[CH:17][N:16]([CH2:20][O:21][CH2:22][CH2:23][Si:24]([CH3:27])([CH3:26])[CH3:25])[C:14]=2[N:15]=1. The catalyst is C1COCC1. The product is [Cl:9][C:10]1[N:11]=[C:12]([O:8][C:4]2([CH3:3])[CH2:7][CH2:6][CH2:5]2)[C:13]2[C:18]([I:19])=[CH:17][N:16]([CH2:20][O:21][CH2:22][CH2:23][Si:24]([CH3:27])([CH3:26])[CH3:25])[C:14]=2[N:15]=1. The yield is 0.770. (7) The reactants are [CH3:1][O:2][C:3]([CH:5]1[C:9](=O)[CH2:8][S:7][CH2:6]1)=[O:4].[F:11][C:12]1[CH:18]=[C:17]([I:19])[CH:16]=[CH:15][C:13]=1[NH2:14]. The catalyst is C(O)C.C(O)(=O)C. The product is [CH3:1][O:2][C:3]([CH:5]1[C:9]([NH:14][C:13]2[CH:15]=[CH:16][C:17]([I:19])=[CH:18][C:12]=2[F:11])=[CH:8][S:7][CH2:6]1)=[O:4]. The yield is 0.420. (8) The reactants are [CH3:1][O:2][C:3]1[CH:36]=[CH:35][C:6]([CH2:7][O:8][C:9]2[CH:10]=[C:11]([C:16]3[N:21]=[C:20]([C:22]([O:24][CH3:25])=[O:23])[CH:19]=[CH:18][C:17]=3B3OC(C)(C)C(C)(C)O3)[CH:12]=[CH:13][C:14]=2[Cl:15])=[CH:5][CH:4]=1.Br[C:38]1[C:43]([Cl:44])=[CH:42][C:41]([Cl:45])=[CH:40][N:39]=1.COCCOC.O.C([O-])([O-])=O.[K+].[K+]. The catalyst is CCOC(C)=O.C1C=CC([P]([Pd]([P](C2C=CC=CC=2)(C2C=CC=CC=2)C2C=CC=CC=2)([P](C2C=CC=CC=2)(C2C=CC=CC=2)C2C=CC=CC=2)[P](C2C=CC=CC=2)(C2C=CC=CC=2)C2C=CC=CC=2)(C2C=CC=CC=2)C2C=CC=CC=2)=CC=1. The yield is 0.380. The product is [CH3:1][O:2][C:3]1[CH:36]=[CH:35][C:6]([CH2:7][O:8][C:9]2[CH:10]=[C:11]([C:16]3[C:17]([C:38]4[C:43]([Cl:44])=[CH:42][C:41]([Cl:45])=[CH:40][N:39]=4)=[CH:18][CH:19]=[C:20]([C:22]([O:24][CH3:25])=[O:23])[N:21]=3)[CH:12]=[CH:13][C:14]=2[Cl:15])=[CH:5][CH:4]=1.